From a dataset of Reaction yield outcomes from USPTO patents with 853,638 reactions. Predict the reaction yield, written as a fraction of the theoretical maximum amount of product (1.0 means a 100% yield; for example, 0.34 means a 34% yield). (1) The reactants are [Br:1][C:2]1[CH:7]=[CH:6][C:5]([C:8]2[CH:13]=[CH:12][C:11]([C:14]([F:21])([F:20])[C:15](OCC)=[O:16])=[CH:10][CH:9]=2)=[CH:4][CH:3]=1.[BH4-].[Na+]. The catalyst is CO. The product is [Br:1][C:2]1[CH:3]=[CH:4][C:5]([C:8]2[CH:13]=[CH:12][C:11]([C:14]([F:20])([F:21])[CH2:15][OH:16])=[CH:10][CH:9]=2)=[CH:6][CH:7]=1. The yield is 0.990. (2) The reactants are [CH3:1][C:2]1[N:3]=[CH:4][N:5]([C:7]2[CH:8]=[C:9]([CH:11]=[C:12]([C:14]([F:17])([F:16])[F:15])[CH:13]=2)[NH2:10])[CH:6]=1.[CH2:18]([O:20][C:21]1[C:26](=[O:27])[NH:25][CH:24]=[C:23]([C:28]2[CH:33]=[CH:32][C:31]([CH2:34][C:35](O)=[O:36])=[C:30]([F:38])[CH:29]=2)[CH:22]=1)[CH3:19].C1C=CC2N(O)N=NC=2C=1.C(Cl)C[Cl:51].CCN(CC)CC. The catalyst is CN(C=O)C. The product is [ClH:51].[CH2:18]([O:20][C:21]1[C:26](=[O:27])[NH:25][CH:24]=[C:23]([C:28]2[CH:33]=[CH:32][C:31]([CH2:34][C:35]([NH:10][C:9]3[CH:11]=[C:12]([C:14]([F:17])([F:15])[F:16])[CH:13]=[C:7]([N:5]4[CH:6]=[C:2]([CH3:1])[N:3]=[CH:4]4)[CH:8]=3)=[O:36])=[C:30]([F:38])[CH:29]=2)[CH:22]=1)[CH3:19]. The yield is 0.106. (3) The reactants are [CH3:1][C:2]1[CH:3]=[C:4]([SH:8])[CH:5]=[CH:6][CH:7]=1.CN(C=O)C.[H-].[Na+].[Si:16]([O:23][C@@H:24]1[C@H:28]([CH2:29][O:30][Si:31]([C:34]([CH3:37])([CH3:36])[CH3:35])([CH3:33])[CH3:32])[CH2:27][C@@H:26]([O:38][C:39]2[N:47]=[CH:46][N:45]=[C:44]3[C:40]=2[N:41]=[C:42](I)[N:43]3C2CCCCO2)[CH2:25]1)([C:19]([CH3:22])([CH3:21])[CH3:20])([CH3:18])[CH3:17]. No catalyst specified. The product is [Si:16]([O:23][C@@H:24]1[C@H:28]([CH2:29][O:30][Si:31]([C:34]([CH3:35])([CH3:36])[CH3:37])([CH3:32])[CH3:33])[CH2:27][C@@H:26]([O:38][C:39]2[N:47]=[CH:46][N:45]=[C:44]3[C:40]=2[N:41]=[C:42]([S:8][C:4]2[CH:5]=[CH:6][CH:7]=[C:2]([CH3:1])[CH:3]=2)[NH:43]3)[CH2:25]1)([C:19]([CH3:20])([CH3:21])[CH3:22])([CH3:17])[CH3:18]. The yield is 0.800.